This data is from HIV replication inhibition screening data with 41,000+ compounds from the AIDS Antiviral Screen. The task is: Binary Classification. Given a drug SMILES string, predict its activity (active/inactive) in a high-throughput screening assay against a specified biological target. (1) The compound is NC(=O)c1c(-c2ccccc2)c(-c2ccccc2)cc2c(=O)c3ccccc3[nH]c12. The result is 0 (inactive). (2) The drug is C=C(CCCC(C)OC(=O)NC(C)c1cccc2ccccc12)[Si](C)(C)C. The result is 0 (inactive). (3) The drug is COC(=O)C(Cc1ccc2c(c1)OCO2)(NC(=O)c1ccccc1)P(=O)(OC)OC. The result is 0 (inactive). (4) The molecule is CC(=O)Oc1c(C)cc2c(c1C)C(C)CN2C(C)=O. The result is 0 (inactive). (5) The molecule is Cc1cc(C)c(N)c(CO)c1. The result is 0 (inactive). (6) The molecule is Cl[Tb](Cl)Cl. The result is 0 (inactive).